This data is from Peptide-MHC class I binding affinity with 185,985 pairs from IEDB/IMGT. The task is: Regression. Given a peptide amino acid sequence and an MHC pseudo amino acid sequence, predict their binding affinity value. This is MHC class I binding data. (1) The peptide sequence is KFFMVHSLK. The MHC is HLA-A11:01 with pseudo-sequence HLA-A11:01. The binding affinity (normalized) is 0.408. (2) The peptide sequence is QLVWMACHSAA. The MHC is HLA-A02:01 with pseudo-sequence HLA-A02:01. The binding affinity (normalized) is 0.136. (3) The peptide sequence is SIYEVGIVL. The MHC is HLA-A02:06 with pseudo-sequence HLA-A02:06. The binding affinity (normalized) is 0.936. (4) The peptide sequence is CINGVMWTV. The MHC is HLA-A02:03 with pseudo-sequence HLA-A02:03. The binding affinity (normalized) is 0.722. (5) The peptide sequence is DLQPCIDLI. The MHC is HLA-A02:02 with pseudo-sequence HLA-A02:02. The binding affinity (normalized) is 0.415. (6) The peptide sequence is ITIPIGLYL. The MHC is HLA-A02:11 with pseudo-sequence HLA-A02:11. The binding affinity (normalized) is 0.797. (7) The peptide sequence is ESRDRKWLY. The MHC is HLA-A02:03 with pseudo-sequence HLA-A02:03. The binding affinity (normalized) is 0.284. (8) The peptide sequence is LANDYARKI. The MHC is H-2-Db with pseudo-sequence H-2-Db. The binding affinity (normalized) is 0. (9) The peptide sequence is KEIESVLST. The MHC is HLA-B45:01 with pseudo-sequence HLA-B45:01. The binding affinity (normalized) is 0.721. (10) The peptide sequence is YPEHLVNHYF. The MHC is Patr-B1301 with pseudo-sequence Patr-B1301. The binding affinity (normalized) is 0.753.